From a dataset of CYP3A4 inhibition data for predicting drug metabolism from PubChem BioAssay. Regression/Classification. Given a drug SMILES string, predict its absorption, distribution, metabolism, or excretion properties. Task type varies by dataset: regression for continuous measurements (e.g., permeability, clearance, half-life) or binary classification for categorical outcomes (e.g., BBB penetration, CYP inhibition). Dataset: cyp3a4_veith. (1) The compound is CCN=C1S/C(=C\c2ccc(Sc3ccc(Cl)cc3)o2)C(=O)N1CC. The result is 1 (inhibitor). (2) The molecule is CN(C)c1ncc2nc(-c3cc(F)cc(F)c3)c(=O)n(C)c2n1. The result is 0 (non-inhibitor). (3) The molecule is COC(=O)c1sccc1NC(=O)CSc1ccccc1NS(=O)(=O)c1ccc(Cl)cc1. The result is 1 (inhibitor).